Dataset: CYP1A2 inhibition data for predicting drug metabolism from PubChem BioAssay. Task: Regression/Classification. Given a drug SMILES string, predict its absorption, distribution, metabolism, or excretion properties. Task type varies by dataset: regression for continuous measurements (e.g., permeability, clearance, half-life) or binary classification for categorical outcomes (e.g., BBB penetration, CYP inhibition). Dataset: cyp1a2_veith. (1) The compound is COc1ccc2c(c1)c(=O)oc1c(C)c(OCC(=O)N3CCc4ccccc4C3)ccc12. The result is 1 (inhibitor). (2) The compound is COc1ccc(COC(=O)N/N=C2/C[C@@H](O)[C@@H](O)[C@H]3[C@@H]2CC[C@@H]2C(=O)N(C[C@@H]4CCCO4)C(=O)[C@H]23)cc1. The result is 0 (non-inhibitor). (3) The molecule is COc1cccc(Cn2c(=O)c(CCc3ccccc3)nc3cnc(N(C)C)nc32)c1. The result is 1 (inhibitor).